Dataset: Reaction yield outcomes from USPTO patents with 853,638 reactions. Task: Predict the reaction yield, written as a fraction of the theoretical maximum amount of product (1.0 means a 100% yield; for example, 0.34 means a 34% yield). The reactants are Cl.Cl.Cl.Cl.[NH2:5][C:6]1[C:11]([O:12][CH3:13])=[CH:10][C:9]([C:14]2[CH:15]=[CH:16][C:17]([N:20]3[CH2:26][CH2:25][CH2:24][N:23]([C:27]4[CH:32]=[CH:31][C:30]([C:33]5[CH:38]=[C:37]([O:39][CH3:40])[C:36]([NH2:41])=[C:35]([O:42][CH3:43])[CH:34]=5)=[CH:29][N:28]=4)[CH2:22][CH2:21]3)=[N:18][CH:19]=2)=[CH:8][C:7]=1[O:44][CH3:45].[CH3:46][S:47](Cl)(=[O:49])=[O:48]. The catalyst is N1C=CC=CC=1. The product is [CH3:46][S:47]([NH:5][C:6]1[C:11]([O:12][CH3:13])=[CH:10][C:9]([C:14]2[CH:15]=[CH:16][C:17]([N:20]3[CH2:26][CH2:25][CH2:24][N:23]([C:27]4[CH:32]=[CH:31][C:30]([C:33]5[CH:38]=[C:37]([O:39][CH3:40])[C:36]([NH:41][S:47]([CH3:46])(=[O:49])=[O:48])=[C:35]([O:42][CH3:43])[CH:34]=5)=[CH:29][N:28]=4)[CH2:22][CH2:21]3)=[N:18][CH:19]=2)=[CH:8][C:7]=1[O:44][CH3:45])(=[O:49])=[O:48]. The yield is 0.680.